The task is: Regression. Given two drug SMILES strings and cell line genomic features, predict the synergy score measuring deviation from expected non-interaction effect.. This data is from NCI-60 drug combinations with 297,098 pairs across 59 cell lines. (1) Drug 1: CC(CN1CC(=O)NC(=O)C1)N2CC(=O)NC(=O)C2. Drug 2: COC1=NC(=NC2=C1N=CN2C3C(C(C(O3)CO)O)O)N. Cell line: MDA-MB-435. Synergy scores: CSS=13.4, Synergy_ZIP=0.224, Synergy_Bliss=7.69, Synergy_Loewe=2.97, Synergy_HSA=3.58. (2) Drug 1: CCCCC(=O)OCC(=O)C1(CC(C2=C(C1)C(=C3C(=C2O)C(=O)C4=C(C3=O)C=CC=C4OC)O)OC5CC(C(C(O5)C)O)NC(=O)C(F)(F)F)O. Drug 2: C(CC(=O)O)C(=O)CN.Cl. Cell line: OVCAR-8. Synergy scores: CSS=36.0, Synergy_ZIP=-0.407, Synergy_Bliss=-0.178, Synergy_Loewe=-39.5, Synergy_HSA=-1.54. (3) Drug 1: C#CCC(CC1=CN=C2C(=N1)C(=NC(=N2)N)N)C3=CC=C(C=C3)C(=O)NC(CCC(=O)O)C(=O)O. Drug 2: C1C(C(OC1N2C=NC(=NC2=O)N)CO)O. Cell line: U251. Synergy scores: CSS=-10.7, Synergy_ZIP=4.16, Synergy_Bliss=-6.24, Synergy_Loewe=-19.9, Synergy_HSA=-20.6. (4) Drug 1: CC1=C2C(C(=O)C3(C(CC4C(C3C(C(C2(C)C)(CC1OC(=O)C(C(C5=CC=CC=C5)NC(=O)OC(C)(C)C)O)O)OC(=O)C6=CC=CC=C6)(CO4)OC(=O)C)OC)C)OC. Drug 2: C1=CC=C(C=C1)NC(=O)CCCCCCC(=O)NO. Cell line: SW-620. Synergy scores: CSS=57.0, Synergy_ZIP=3.20, Synergy_Bliss=0.620, Synergy_Loewe=-11.2, Synergy_HSA=2.81. (5) Drug 1: C1=CC(=CC=C1CCCC(=O)O)N(CCCl)CCCl. Drug 2: CC12CCC3C(C1CCC2OP(=O)(O)O)CCC4=C3C=CC(=C4)OC(=O)N(CCCl)CCCl.[Na+]. Cell line: UO-31. Synergy scores: CSS=9.77, Synergy_ZIP=-10.9, Synergy_Bliss=-17.5, Synergy_Loewe=-16.4, Synergy_HSA=-15.6. (6) Drug 1: CC1OCC2C(O1)C(C(C(O2)OC3C4COC(=O)C4C(C5=CC6=C(C=C35)OCO6)C7=CC(=C(C(=C7)OC)O)OC)O)O. Drug 2: C1C(C(OC1N2C=NC3=C(N=C(N=C32)Cl)N)CO)O. Cell line: NCI-H322M. Synergy scores: CSS=6.51, Synergy_ZIP=-0.117, Synergy_Bliss=1.20, Synergy_Loewe=-0.184, Synergy_HSA=-0.423. (7) Drug 1: CC1=C(C(CCC1)(C)C)C=CC(=CC=CC(=CC(=O)O)C)C. Drug 2: CC1=C2C(C(=O)C3(C(CC4C(C3C(C(C2(C)C)(CC1OC(=O)C(C(C5=CC=CC=C5)NC(=O)OC(C)(C)C)O)O)OC(=O)C6=CC=CC=C6)(CO4)OC(=O)C)O)C)O. Cell line: NCI-H522. Synergy scores: CSS=22.4, Synergy_ZIP=11.7, Synergy_Bliss=15.3, Synergy_Loewe=13.5, Synergy_HSA=12.4. (8) Drug 1: CN1CCC(CC1)COC2=C(C=C3C(=C2)N=CN=C3NC4=C(C=C(C=C4)Br)F)OC. Drug 2: CC1=CC2C(CCC3(C2CCC3(C(=O)C)OC(=O)C)C)C4(C1=CC(=O)CC4)C. Cell line: SNB-19. Synergy scores: CSS=-1.69, Synergy_ZIP=8.06, Synergy_Bliss=3.85, Synergy_Loewe=-9.05, Synergy_HSA=-4.24. (9) Drug 1: CCCCC(=O)OCC(=O)C1(CC(C2=C(C1)C(=C3C(=C2O)C(=O)C4=C(C3=O)C=CC=C4OC)O)OC5CC(C(C(O5)C)O)NC(=O)C(F)(F)F)O. Drug 2: CC1C(C(CC(O1)OC2CC(CC3=C2C(=C4C(=C3O)C(=O)C5=C(C4=O)C(=CC=C5)OC)O)(C(=O)CO)O)N)O.Cl. Cell line: A498. Synergy scores: CSS=55.7, Synergy_ZIP=1.99, Synergy_Bliss=3.75, Synergy_Loewe=1.10, Synergy_HSA=5.13.